This data is from Catalyst prediction with 721,799 reactions and 888 catalyst types from USPTO. The task is: Predict which catalyst facilitates the given reaction. (1) Reactant: [C:1]([O:5][C:6](=[O:22])[NH:7][CH2:8][CH2:9][CH2:10][CH2:11][NH:12][C:13]([C:15]1[CH:16]=[N:17][C:18](Cl)=[CH:19][CH:20]=1)=[O:14])([CH3:4])([CH3:3])[CH3:2].O.[NH2:24][NH2:25].Cl.C(#N)C. Product: [C:1]([O:5][C:6](=[O:22])[NH:7][CH2:8][CH2:9][CH2:10][CH2:11][NH:12][C:13]([C:15]1[CH:16]=[N:17][C:18]([NH:24][NH2:25])=[CH:19][CH:20]=1)=[O:14])([CH3:4])([CH3:3])[CH3:2]. The catalyst class is: 6. (2) Reactant: [F:1][C:2]1[C:10]([O:11][CH2:12][CH2:13][O:14][CH3:15])=[C:9]2[C:5]([CH:6]=[C:7]([C:16]([NH2:18])=O)[NH:8]2)=[CH:4][C:3]=1[O:19][C:20]1[CH:21]=[N:22][C:23]([S:26]([CH3:29])(=[O:28])=[O:27])=[CH:24][CH:25]=1.COC1C=CC(P2(SP(C3C=CC(OC)=CC=3)(=S)S2)=[S:39])=CC=1. Product: [F:1][C:2]1[C:10]([O:11][CH2:12][CH2:13][O:14][CH3:15])=[C:9]2[C:5]([CH:6]=[C:7]([C:16](=[S:39])[NH2:18])[NH:8]2)=[CH:4][C:3]=1[O:19][C:20]1[CH:21]=[N:22][C:23]([S:26]([CH3:29])(=[O:28])=[O:27])=[CH:24][CH:25]=1. The catalyst class is: 7. (3) Reactant: [Si:1]([C:8]#[C:9][CH2:10][O:11][CH2:12][CH:13]1[CH2:18][CH2:17][C:16]([N:21]([CH3:23])[CH3:22])([C:19]#N)[CH2:15][CH2:14]1)([C:4]([CH3:7])([CH3:6])[CH3:5])([CH3:3])[CH3:2].[C:24]1([Mg]Cl)[CH:29]=[CH:28]C=[CH:26][CH:25]=1.[Cl-].[NH4+].O. Product: [C:19]1([C:16]2([N:21]([CH3:23])[CH3:22])[CH2:17][CH2:18][CH:13]([CH2:12][O:11][CH2:10][C:9]#[C:8][Si:1]([C:4]([CH3:7])([CH3:6])[CH3:5])([CH3:3])[CH3:2])[CH2:14][CH2:15]2)[CH:28]=[CH:29][CH:24]=[CH:25][CH:26]=1. The catalyst class is: 7. (4) Reactant: [Br:1][C:2]1[CH:7]=[CH:6][CH:5]=[C:4](F)[N:3]=1.C(N(C(C)C)C(C)C)C.Cl.[F:19][C:20]1[CH:30]=[CH:29][C:23]([O:24][CH:25]2[CH2:28][NH:27][CH2:26]2)=[CH:22][CH:21]=1. Product: [Br:1][C:2]1[CH:7]=[CH:6][CH:5]=[C:4]([N:27]2[CH2:28][CH:25]([O:24][C:23]3[CH:22]=[CH:21][C:20]([F:19])=[CH:30][CH:29]=3)[CH2:26]2)[N:3]=1. The catalyst class is: 41. (5) Reactant: C([O:3][C:4](=[O:25])[CH2:5][C:6]1[CH:11]=[CH:10][C:9]([NH:12][C:13]([C:15]2[C:16]3[CH:23]=[CH:22][CH:21]=[CH:20][C:17]=3[O:18][CH:19]=2)=[O:14])=[C:8]([Cl:24])[CH:7]=1)C.[OH-].[Na+]. Product: [O:18]1[CH:19]=[C:15]([C:13]([NH:12][C:9]2[CH:10]=[CH:11][C:6]([CH2:5][C:4]([OH:25])=[O:3])=[CH:7][C:8]=2[Cl:24])=[O:14])[C:16]2[CH:23]=[CH:22][CH:21]=[CH:20][C:17]1=2. The catalyst class is: 83. (6) Reactant: [Si:1]([O:8][CH2:9][CH2:10][N:11]1[CH:15]=[CH:14][C:13]([NH2:16])=[N:12]1)([C:4]([CH3:7])([CH3:6])[CH3:5])([CH3:3])[CH3:2].Br[C:18]1[C:19](=[O:26])[N:20]([CH3:25])[CH:21]=[C:22]([Br:24])[CH:23]=1.CC1(C)C2C(=C(P(C3C=CC=CC=3)C3C=CC=CC=3)C=CC=2)OC2C(P(C3C=CC=CC=3)C3C=CC=CC=3)=CC=CC1=2.C([O-])([O-])=O.[Cs+].[Cs+]. Product: [Br:24][C:22]1[CH:23]=[C:18]([NH:16][C:13]2[CH:14]=[CH:15][N:11]([CH2:10][CH2:9][O:8][Si:1]([C:4]([CH3:7])([CH3:5])[CH3:6])([CH3:3])[CH3:2])[N:12]=2)[C:19](=[O:26])[N:20]([CH3:25])[CH:21]=1. The catalyst class is: 62.